Task: Predict the reaction yield, written as a fraction of the theoretical maximum amount of product (1.0 means a 100% yield; for example, 0.34 means a 34% yield).. Dataset: Reaction yield outcomes from USPTO patents with 853,638 reactions The reactants are [Br:1][C:2]1[CH:3]=[C:4]2[C:10](I)=[CH:9][N:8]([S:12]([C:15]3[CH:20]=[CH:19][C:18]([CH3:21])=[CH:17][CH:16]=3)(=[O:14])=[O:13])[C:5]2=[N:6][CH:7]=1.[CH3:22][O:23][C:24]1[CH:29]=[CH:28][CH:27]=[CH:26][C:25]=1B(O)O.C(#N)C.C([O-])([O-])=O.[Na+].[Na+]. The catalyst is CCOC(C)=O.Cl[Pd](Cl)([P](C1C=CC=CC=1)(C1C=CC=CC=1)C1C=CC=CC=1)[P](C1C=CC=CC=1)(C1C=CC=CC=1)C1C=CC=CC=1. The product is [Br:1][C:2]1[CH:3]=[C:4]2[C:10]([C:25]3[CH:26]=[CH:27][CH:28]=[CH:29][C:24]=3[O:23][CH3:22])=[CH:9][N:8]([S:12]([C:15]3[CH:20]=[CH:19][C:18]([CH3:21])=[CH:17][CH:16]=3)(=[O:14])=[O:13])[C:5]2=[N:6][CH:7]=1. The yield is 0.800.